From a dataset of Forward reaction prediction with 1.9M reactions from USPTO patents (1976-2016). Predict the product of the given reaction. (1) Given the reactants [S:1]([O-:5])([O-:4])(=[O:3])=[O:2].[Na+:6].[Na+].S([O-])([O-])(=O)=[O:9].[Al+3:13].[Na+].S([O-])([O-])(=O)=[O:16].[OH-:20].[Na+], predict the reaction product. The product is: [S:1]([O-:5])([O-:4])(=[O:3])=[O:2].[Na+:6].[Na+:6].[OH-:9].[Al+3:13].[OH-:16].[OH-:20]. (2) Given the reactants C([O:3][C:4](=[O:38])[CH2:5][N:6]1[C:14]2[C:9](=[CH:10][CH:11]=[C:12]([O:15][CH2:16][C:17]3[CH:18]=[N:19][C:20]([C:27]4[CH:32]=[CH:31][C:30]([O:33][C:34]([F:37])([F:36])[F:35])=[CH:29][CH:28]=4)=[CH:21][C:22]=3[C:23]([F:26])([F:25])[F:24])[CH:13]=2)[CH:8]=[CH:7]1)C.[Li+].[OH-], predict the reaction product. The product is: [F:37][C:34]([F:35])([F:36])[O:33][C:30]1[CH:29]=[CH:28][C:27]([C:20]2[N:19]=[CH:18][C:17]([CH2:16][O:15][C:12]3[CH:13]=[C:14]4[C:9]([CH:8]=[CH:7][N:6]4[CH2:5][C:4]([OH:38])=[O:3])=[CH:10][CH:11]=3)=[C:22]([C:23]([F:24])([F:25])[F:26])[CH:21]=2)=[CH:32][CH:31]=1. (3) Given the reactants [C:1]([O:5][C@@H:6]([C:12]1[C:39]([CH3:40])=[N:38][C:37]2=[CH:41][C:34]3=[N:35][N:36]2[C:13]=1[N:14]1[CH2:45][CH2:44][C:17]([CH3:46])([O:18][CH2:19][CH2:20][CH2:21][CH2:22][C@H:23]([CH3:43])[O:24][C:25]2[C:30]([CH2:31][O:32][CH2:33]3)=[CH:29][C:28]([F:42])=[CH:27][CH:26]=2)[CH2:16][CH2:15]1)[C:7]([O:9]CC)=[O:8])([CH3:4])([CH3:3])[CH3:2].[OH-].[Na+], predict the reaction product. The product is: [C:1]([O:5][C@@H:6]([C:12]1[C:39]([CH3:40])=[N:38][C:37]2=[CH:41][C:34]3=[N:35][N:36]2[C:13]=1[N:14]1[CH2:15][CH2:16][C:17]([CH3:46])([O:18][CH2:19][CH2:20][CH2:21][CH2:22][C@H:23]([CH3:43])[O:24][C:25]2[C:30]([CH2:31][O:32][CH2:33]3)=[CH:29][C:28]([F:42])=[CH:27][CH:26]=2)[CH2:44][CH2:45]1)[C:7]([OH:9])=[O:8])([CH3:4])([CH3:2])[CH3:3]. (4) The product is: [CH:1]([O:4][C:5]1[CH:13]=[CH:12][C:8]([C:9]([O:11][C:21]([CH3:24])([CH3:23])[CH3:22])=[O:10])=[C:7]([C:14]2[CH:15]=[CH:16][C:17]([CH3:20])=[CH:18][CH:19]=2)[CH:6]=1)([CH3:3])[CH3:2]. Given the reactants [CH:1]([O:4][C:5]1[CH:13]=[CH:12][C:8]([C:9]([OH:11])=[O:10])=[C:7]([C:14]2[CH:19]=[CH:18][C:17]([CH3:20])=[CH:16][CH:15]=2)[CH:6]=1)([CH3:3])[CH3:2].[C:21](OC(O[C:21]([CH3:24])([CH3:23])[CH3:22])N(C)C)([CH3:24])([CH3:23])[CH3:22], predict the reaction product.